From a dataset of Full USPTO retrosynthesis dataset with 1.9M reactions from patents (1976-2016). Predict the reactants needed to synthesize the given product. The reactants are: Br[C:2]1[S:3][C:4](Br)=[CH:5][C:6]=1[CH2:7][C:8]([O:10][CH2:11][CH3:12])=[O:9].C([Sn](CCCC)(CCCC)[C:19]1[S:20][CH:21]=[CH:22][CH:23]=1)CCC.CN(C=O)C. Given the product [S:3]1[CH:4]=[CH:5][CH:6]=[C:2]1[C:2]1[S:3][C:4]([C:21]2[S:20][CH:19]=[CH:23][CH:22]=2)=[CH:5][C:6]=1[CH2:7][C:8]([O:10][CH2:11][CH3:12])=[O:9], predict the reactants needed to synthesize it.